Predict the reactants needed to synthesize the given product. From a dataset of Full USPTO retrosynthesis dataset with 1.9M reactions from patents (1976-2016). (1) Given the product [CH3:23][C:15]1[N:14]([CH:11]2[CH2:12][CH2:13][NH:8][CH2:9][CH2:10]2)[C:18]([C:19]([F:22])([F:20])[F:21])=[N:17][N:16]=1, predict the reactants needed to synthesize it. The reactants are: C([N:8]1[CH2:13][CH2:12][CH:11]([N:14]2[C:18]([C:19]([F:22])([F:21])[F:20])=[N:17][N:16]=[C:15]2[CH3:23])[CH2:10][CH2:9]1)C1C=CC=CC=1. (2) The reactants are: [Cl:1][CH2:2][CH2:3][CH2:4][C:5](Cl)=[O:6].[NH2:8][CH2:9][C:10]1[N:14]=[C:13]([C:15]2[CH:20]=[N:19][C:18]3[N:21]([CH2:24][CH3:25])[N:22]=[CH:23][C:17]=3[C:16]=2[NH:26][CH:27]2[CH2:32][CH2:31][O:30][CH2:29][CH2:28]2)[O:12][N:11]=1.C(N(C(C)C)CC)(C)C. Given the product [Cl:1][CH2:2][CH2:3][CH2:4][C:5]([NH:8][CH2:9][C:10]1[N:14]=[C:13]([C:15]2[C:16]([NH:26][CH:27]3[CH2:32][CH2:31][O:30][CH2:29][CH2:28]3)=[C:17]3[CH:23]=[N:22][N:21]([CH2:24][CH3:25])[C:18]3=[N:19][CH:20]=2)[O:12][N:11]=1)=[O:6], predict the reactants needed to synthesize it. (3) The reactants are: [F:1][C:2]1[CH:3]=[C:4]([CH:28]=[CH:29][C:30]=1[F:31])[O:5][C:6]1[C:7]([NH:19][C:20]2[CH:27]=[CH:26][C:23]([C:24]#[N:25])=[CH:22][N:21]=2)=[N:8][CH:9]=[C:10]([S:12][C:13]2[CH:18]=[CH:17][CH:16]=[CH:15][N:14]=2)[CH:11]=1.C([Sn]([N:45]=[N+:46]=[N-:47])(CCCC)CCCC)CCC. Given the product [F:1][C:2]1[CH:3]=[C:4]([CH:28]=[CH:29][C:30]=1[F:31])[O:5][C:6]1[C:7]([NH:19][C:20]2[CH:27]=[CH:26][C:23]([C:24]3[NH:47][N:46]=[N:45][N:25]=3)=[CH:22][N:21]=2)=[N:8][CH:9]=[C:10]([S:12][C:13]2[CH:18]=[CH:17][CH:16]=[CH:15][N:14]=2)[CH:11]=1, predict the reactants needed to synthesize it. (4) Given the product [Si:1]([O:8][C@@H:9]1[C:17]2[C:12](=[C:13]([C:18]3[S:22][C:21]([C:23]4[CH:24]=[CH:25][C:26]([O:34][CH:33]([CH3:35])[CH3:32])=[C:27]([CH:30]=4)[C:28]#[N:29])=[N:20][N:19]=3)[CH:14]=[CH:15][CH:16]=2)[CH2:11][CH2:10]1)([C:4]([CH3:7])([CH3:6])[CH3:5])([CH3:3])[CH3:2], predict the reactants needed to synthesize it. The reactants are: [Si:1]([O:8][C@@H:9]1[C:17]2[C:12](=[C:13]([C:18]3[S:22][C:21]([C:23]4[CH:24]=[CH:25][C:26](F)=[C:27]([CH:30]=4)[C:28]#[N:29])=[N:20][N:19]=3)[CH:14]=[CH:15][CH:16]=2)[CH2:11][CH2:10]1)([C:4]([CH3:7])([CH3:6])[CH3:5])([CH3:3])[CH3:2].[CH3:32][CH:33]([CH3:35])[O-:34].[Na+]. (5) Given the product [Cl:3][C:4]1[N:12]=[C:11]2[C:7]([N:8]([CH2:21][C:22]([N:24]([CH3:26])[CH3:25])=[O:23])[C:9](=[O:19])[N:10]2[CH:13]2[CH2:18][CH2:17][CH2:16][CH2:15][CH2:14]2)=[CH:6][N:5]=1, predict the reactants needed to synthesize it. The reactants are: [H-].[Na+].[Cl:3][C:4]1[N:12]=[C:11]2[C:7]([NH:8][C:9](=[O:19])[N:10]2[CH:13]2[CH2:18][CH2:17][CH2:16][CH2:15][CH2:14]2)=[CH:6][N:5]=1.Cl[CH2:21][C:22]([N:24]([CH3:26])[CH3:25])=[O:23]. (6) Given the product [OH:26][C:20]1[CH:21]=[C:22]([OH:25])[CH:23]=[CH:24][C:19]=1[C@@H:16]1[CH2:15][CH2:14][C@H:13]([NH:12][S:9]([C:5]2[CH:6]=[CH:7][CH:8]=[C:3]([C:1]3[NH:31][N:30]=[N:29][N:2]=3)[CH:4]=2)(=[O:11])=[O:10])[CH2:18][CH2:17]1, predict the reactants needed to synthesize it. The reactants are: [C:1]([C:3]1[CH:4]=[C:5]([S:9]([NH:12][C@H:13]2[CH2:18][CH2:17][C@@H:16]([C:19]3[CH:24]=[CH:23][C:22]([OH:25])=[CH:21][C:20]=3[OH:26])[CH2:15][CH2:14]2)(=[O:11])=[O:10])[CH:6]=[CH:7][CH:8]=1)#[N:2].[NH4+].[Cl-].[N-:29]=[N+:30]=[N-:31].[Na+]. (7) Given the product [Br:1][C:2]1[N:3]=[C:4]([CH:7]2[CH2:8][CH2:9][N:10]([C:13]([O:15][C:16]([CH3:19])([CH3:18])[CH3:17])=[O:14])[CH2:11][CH2:12]2)[N:5]([CH2:21][CH2:22][OH:23])[CH:6]=1, predict the reactants needed to synthesize it. The reactants are: [Br:1][C:2]1[N:3]=[C:4]([CH:7]2[CH2:12][CH2:11][N:10]([C:13]([O:15][C:16]([CH3:19])([CH3:18])[CH3:17])=[O:14])[CH2:9][CH2:8]2)[NH:5][CH:6]=1.Br[CH2:21][CH2:22][O:23]C1CCCCO1. (8) Given the product [OH:12][CH2:11][C:8]1[CH:9]=[CH:10][C:5]([C@@H:3]([NH:2][C:14]2[N:19]=[C:18]([N:20]3[C@@H:24]([CH:25]([CH3:26])[CH3:27])[CH2:23][O:22][C:21]3=[O:28])[CH:17]=[CH:16][N:15]=2)[CH3:4])=[CH:6][CH:7]=1, predict the reactants needed to synthesize it. The reactants are: Cl.[NH2:2][C@H:3]([C:5]1[CH:10]=[CH:9][C:8]([CH2:11][OH:12])=[CH:7][CH:6]=1)[CH3:4].F[C:14]1[N:19]=[C:18]([N:20]2[C@@H:24]([CH:25]([CH3:27])[CH3:26])[CH2:23][O:22][C:21]2=[O:28])[CH:17]=[CH:16][N:15]=1.CCN(C(C)C)C(C)C. (9) Given the product [N:39]1[CH:44]=[CH:43][CH:42]=[CH:41][C:40]=1[C:45]1[N:46]=[CH:47][N:48]([C:51]2[CH:58]=[CH:57][CH:56]=[C:53]([C:54]#[N:55])[CH:52]=2)[CH:49]=1, predict the reactants needed to synthesize it. The reactants are: N1C2C(=CC=C3C=2N=CC=C3)C=CC=1.C(=CC(/C=C/C1C=CC=CC=1)=O)C1C=CC=CC=1.C(=O)([O-])[O-].[Cs+].[Cs+].[N:39]1[CH:44]=[CH:43][CH:42]=[CH:41][C:40]=1[C:45]1[N:46]=[CH:47][NH:48][CH:49]=1.I[C:51]1[CH:52]=[C:53]([CH:56]=[CH:57][CH:58]=1)[C:54]#[N:55].